From a dataset of Reaction yield outcomes from USPTO patents with 853,638 reactions. Predict the reaction yield, written as a fraction of the theoretical maximum amount of product (1.0 means a 100% yield; for example, 0.34 means a 34% yield). (1) The reactants are Br[C:2]1[CH:3]=[C:4]([N+:14]([O-:16])=[O:15])[C:5]([NH:12][CH3:13])=[C:6]([CH:11]=1)[C:7]([O:9][CH3:10])=[O:8].[CH3:17][C:18]1[C:22](B2OC(C)(C)C(C)(C)O2)=[C:21]([CH3:32])[O:20][N:19]=1.C(=O)([O-])[O-].[Cs+].[Cs+]. The catalyst is O.CCOC(C)=O. The product is [CH3:17][C:18]1[C:22]([C:2]2[CH:3]=[C:4]([N+:14]([O-:16])=[O:15])[C:5]([NH:12][CH3:13])=[C:6]([CH:11]=2)[C:7]([O:9][CH3:10])=[O:8])=[C:21]([CH3:32])[O:20][N:19]=1. The yield is 0.380. (2) The reactants are [CH3:1][C:2]1[N:3]=[C:4]2[C:13]3[CH2:12][CH:11]([C:14]4[CH:19]=[CH:18][CH:17]=[CH:16][CH:15]=4)[CH2:10][CH2:9][C:8]=3[C:7]([C:20]([OH:22])=O)=[CH:6][N:5]2[C:23]=1[CH3:24].[CH3:25][N:26](C(ON1N=NC2C=CC=CC1=2)=[N+](C)C)C.[B-](F)(F)(F)F.CN.[Cl-].[NH4+]. The catalyst is ClCCl.C1COCC1. The product is [CH3:25][NH:26][C:20]([C:7]1[C:8]2[CH2:9][CH2:10][CH:11]([C:14]3[CH:19]=[CH:18][CH:17]=[CH:16][CH:15]=3)[CH2:12][C:13]=2[C:4]2=[N:3][C:2]([CH3:1])=[C:23]([CH3:24])[N:5]2[CH:6]=1)=[O:22]. The yield is 0.560.